Task: Predict the reaction yield, written as a fraction of the theoretical maximum amount of product (1.0 means a 100% yield; for example, 0.34 means a 34% yield).. Dataset: Reaction yield outcomes from USPTO patents with 853,638 reactions The reactants are [O-:1][N+:2]1[C:7]2[CH:8]=[CH:9][CH:10]=[CH:11][C:6]=2[N:5]=[C:4]([NH:12][CH2:13][C:14]([O:16]CC)=[O:15])[N:3]=1.[OH-].[Na+]. The catalyst is CO. The product is [O-:1][N+:2]1[C:7]2[CH:8]=[CH:9][CH:10]=[CH:11][C:6]=2[N:5]=[C:4]([NH:12][CH2:13][C:14]([OH:16])=[O:15])[N:3]=1. The yield is 0.860.